Dataset: Forward reaction prediction with 1.9M reactions from USPTO patents (1976-2016). Task: Predict the product of the given reaction. (1) Given the reactants IC.[Br:3][C:4]1[CH:9]=[C:8]([F:10])[C:7]([OH:11])=[C:6]([F:12])[CH:5]=1.[C:13](=O)([O-])[O-].[K+].[K+].ClCCl, predict the reaction product. The product is: [Br:3][C:4]1[CH:9]=[C:8]([F:10])[C:7]([O:11][CH3:13])=[C:6]([F:12])[CH:5]=1. (2) Given the reactants CC1(C)C2C=CC=C(P(C3C=CC=CC=3)C3C=CC=CC=3)C=2OC2C1=CC=CC=2P(C1C=CC=CC=1)C1C=CC=CC=1.[CH3:43][N:44](C)CCN(C)C.Br[C:52]1[CH:57]=[CH:56][C:55]([C:58]2[CH:59]=[N:60][C:61]3[N:62]([C:64]([CH2:67][C:68]4[CH:69]=[C:70]5[C:75](=[CH:76][CH:77]=4)[N:74]=[CH:73][CH:72]=[CH:71]5)=[CH:65][N:66]=3)[N:63]=2)=[CH:54][C:53]=1[F:78], predict the reaction product. The product is: [F:78][C:53]1[CH:54]=[C:55]([C:58]2[CH:59]=[N:60][C:61]3[N:62]([C:64]([CH2:67][C:68]4[CH:69]=[C:70]5[C:75](=[CH:76][CH:77]=4)[N:74]=[CH:73][CH:72]=[CH:71]5)=[CH:65][N:66]=3)[N:63]=2)[CH:56]=[CH:57][C:52]=1[C:43]#[N:44]. (3) Given the reactants [Cl:1][C:2]1[CH:3]=[CH:4][C:5]2[N:11]3[CH2:12][C@H:8]([CH2:9][CH2:10]3)[NH:7][C:6]=2[N:13]=1.[H-].[Na+].[N:16]1[CH:21]=[CH:20][CH:19]=[CH:18][C:17]=1[N:22]1C(=O)N2C=CC=CC2=N[C:23]1=[O:33], predict the reaction product. The product is: [Cl:1][C:2]1[CH:3]=[CH:4][C:5]2[N:11]3[CH2:12][C@H:8]([CH2:9][CH2:10]3)[N:7]([C:23]([NH:22][C:17]3[CH:18]=[CH:19][CH:20]=[CH:21][N:16]=3)=[O:33])[C:6]=2[N:13]=1.[Cl:1][C:2]1[CH:3]=[CH:4][C:5]2[N:11]3[CH2:12][C@H:8]([CH2:9][CH2:10]3)[N:7]([C:23]([NH:22][C:17]3[CH:18]=[CH:19][CH:20]=[CH:21][N:16]=3)=[O:33])[C:6]=2[N:13]=1. (4) Given the reactants [C:1]([N:4]1[CH2:9][CH2:8][N:7]([C:10]2[N:11]([CH2:32][C:33]([F:36])([F:35])[F:34])[C:12]3[C:17]([N:18]=2)=[C:16]([N:19]2[CH2:24][CH2:23][O:22][CH2:21][CH2:20]2)[N:15]=[C:14]([C:25]2[CH:26]=[N:27][C:28]([NH2:31])=[N:29][CH:30]=2)[N:13]=3)[CH2:6][C@@H:5]1[CH3:37])(=[O:3])[CH3:2].O.[C:39]1([S:45]([OH:48])(=[O:47])=[O:46])[CH:44]=[CH:43][CH:42]=[CH:41][CH:40]=1, predict the reaction product. The product is: [C:39]1([S:45]([OH:48])(=[O:47])=[O:46])[CH:44]=[CH:43][CH:42]=[CH:41][CH:40]=1.[C:1]([N:4]1[CH2:9][CH2:8][N:7]([C:10]2[N:11]([CH2:32][C:33]([F:36])([F:35])[F:34])[C:12]3[C:17]([N:18]=2)=[C:16]([N:19]2[CH2:20][CH2:21][O:22][CH2:23][CH2:24]2)[N:15]=[C:14]([C:25]2[CH:26]=[N:27][C:28]([NH2:31])=[N:29][CH:30]=2)[N:13]=3)[CH2:6][C@@H:5]1[CH3:37])(=[O:3])[CH3:2]. (5) Given the reactants [O:1]=[C:2]1[CH2:7][O:6][C:5]2[N:8]=[C:9]([C:18]3[CH:23]=[CH:22][C:21]([C:24]4([NH:28][C:29](=[O:35])[O:30][C:31]([CH3:34])([CH3:33])[CH3:32])[CH2:27][CH2:26][CH2:25]4)=[CH:20][CH:19]=3)[C:10]([C:12]3[CH:17]=[CH:16][CH:15]=[CH:14][CH:13]=3)=[CH:11][C:4]=2[NH:3]1.[N:36]1[CH:41]=[CH:40][CH:39]=[C:38](B(O)O)[CH:37]=1.N1C=CC=CC=1, predict the reaction product. The product is: [O:1]=[C:2]1[CH2:7][O:6][C:5]2[N:8]=[C:9]([C:18]3[CH:23]=[CH:22][C:21]([C:24]4([NH:28][C:29](=[O:35])[O:30][C:31]([CH3:32])([CH3:34])[CH3:33])[CH2:25][CH2:26][CH2:27]4)=[CH:20][CH:19]=3)[C:10]([C:12]3[CH:13]=[CH:14][CH:15]=[CH:16][CH:17]=3)=[CH:11][C:4]=2[N:3]1[C:38]1[CH:37]=[N:36][CH:41]=[CH:40][CH:39]=1. (6) Given the reactants O[CH2:2][C:3]1[CH:4]=[C:5]([CH:10]=[C:11]([CH3:13])[CH:12]=1)[C:6]([O:8][CH3:9])=[O:7].[CH2:14]([N:16]([CH2:19]C)CC)[CH3:15].CS(Cl)(=O)=[O:23], predict the reaction product. The product is: [OH:23][CH2:15][CH2:14][N:16]([CH2:2][C:3]1[CH:4]=[C:5]([CH:10]=[C:11]([CH3:13])[CH:12]=1)[C:6]([O:8][CH3:9])=[O:7])[CH3:19].